This data is from Peptide-MHC class I binding affinity with 185,985 pairs from IEDB/IMGT. The task is: Regression. Given a peptide amino acid sequence and an MHC pseudo amino acid sequence, predict their binding affinity value. This is MHC class I binding data. The peptide sequence is LFVKKMLPK. The MHC is HLA-A31:01 with pseudo-sequence HLA-A31:01. The binding affinity (normalized) is 0.328.